Dataset: Cav3 T-type calcium channel HTS with 100,875 compounds. Task: Binary Classification. Given a drug SMILES string, predict its activity (active/inactive) in a high-throughput screening assay against a specified biological target. (1) The compound is Clc1ccc(c2oc(nn2)Cn2c(nc3c2cccc3)C(O)C)cc1. The result is 0 (inactive). (2) The compound is O=C1N(C(=O)c2c1cc(cc2)C(=O)NCc1ccccc1)c1noc(c1)C. The result is 0 (inactive). (3) The result is 0 (inactive). The compound is S(c1n(nnn1)C1CCCC1)CC(=O)N1CCCc2c1cccc2. (4) The compound is o1c(nc2c1cccc2)c1cc2c(oc1=O)ccc(OC)c2. The result is 0 (inactive). (5) The compound is O=C1N(C(Nc2c1cccc2)c1nc(ccc1)C)c1ccccc1. The result is 0 (inactive).